Predict the reaction yield, written as a fraction of the theoretical maximum amount of product (1.0 means a 100% yield; for example, 0.34 means a 34% yield). From a dataset of Reaction yield outcomes from USPTO patents with 853,638 reactions. The reactants are [CH:1]([C:4]1[CH:12]=[C:7]2[CH:8]=[CH:9][CH:10]=[CH:11][N:6]2[N:5]=1)([CH3:3])[CH3:2].[C:13](OC(=O)C)(=[O:15])[CH3:14]. The catalyst is S(=O)(=O)(O)O. The product is [CH:1]([C:4]1[C:12]([C:13](=[O:15])[CH3:14])=[C:7]2[CH:8]=[CH:9][CH:10]=[CH:11][N:6]2[N:5]=1)([CH3:3])[CH3:2]. The yield is 0.870.